This data is from Retrosynthesis with 50K atom-mapped reactions and 10 reaction types from USPTO. The task is: Predict the reactants needed to synthesize the given product. (1) The reactants are: C=C(C)[C@@H]1CC[C@@H](C)C[C@H]1O.O=C(O)CCl. Given the product C=C(C)[C@@H]1CC[C@@H](C)C[C@H]1OCC(=O)O, predict the reactants needed to synthesize it. (2) Given the product CC1(C)CCCC2=C1C(=O)NS2(=O)=O, predict the reactants needed to synthesize it. The reactants are: COC(=O)C1=C(S(N)(=O)=O)CCCC1(C)C. (3) Given the product CCCOc1c(OCc2ccccc2)cc(C=O)cc1SC, predict the reactants needed to synthesize it. The reactants are: CCCBr.CSc1cc(C=O)cc(OCc2ccccc2)c1O. (4) Given the product Nc1nc(N)nc(-n2nc(Cc3ccccc3F)c3cccnc32)n1, predict the reactants needed to synthesize it. The reactants are: Fc1ccccc1Cc1n[nH]c2ncccc12.Nc1nc(N)nc(Cl)n1. (5) The reactants are: Nc1ccc(Cl)cc1.O=C(O)C1=CCN(c2ncccn2)CC1. Given the product O=C(Nc1ccc(Cl)cc1)C1=CCN(c2ncccn2)CC1, predict the reactants needed to synthesize it. (6) The reactants are: CN(C(=O)Cl)c1ccccc1.CS(=O)(=O)c1ccc(O)cc1. Given the product CN(C(=O)Oc1ccc(S(C)(=O)=O)cc1)c1ccccc1, predict the reactants needed to synthesize it. (7) Given the product OCC(CO)(CO)C1CCCCC1, predict the reactants needed to synthesize it. The reactants are: OCC(CO)(COCc1ccccc1)C1CCCCC1. (8) Given the product O=C(O)c1cccnc1SCc1ccnc(F)c1, predict the reactants needed to synthesize it. The reactants are: Fc1cc(CCl)ccn1.O=C(O)c1cccnc1S. (9) Given the product COC(=O)c1coc(N[C@@H]2CCC[C@H](Nc3nc(-c4cn(S(=O)(=O)c5ccc(C)cc5)c5ncc(F)cc45)ncc3F)C2)n1, predict the reactants needed to synthesize it. The reactants are: COC(=O)c1coc(Cl)n1.Cc1ccc(S(=O)(=O)n2cc(-c3ncc(F)c(N[C@H]4CCC[C@@H](N)C4)n3)c3cc(F)cnc32)cc1. (10) Given the product CCSc1ncc2cc(-c3ccccc3)c(-c3ccc(C=O)cc3)nc2n1, predict the reactants needed to synthesize it. The reactants are: CCSc1ncc2cc(-c3ccccc3)c(Cl)nc2n1.O=Cc1ccc(B(O)O)cc1.